Task: Predict the reaction yield, written as a fraction of the theoretical maximum amount of product (1.0 means a 100% yield; for example, 0.34 means a 34% yield).. Dataset: Reaction yield outcomes from USPTO patents with 853,638 reactions (1) The reactants are [C:1]([C:3]1[CH:4]=[C:5]([C:22]2[N:27]=[CH:26][N:25]=[C:24]([NH:28][C:29]3[CH:34]=[CH:33][C:32]([N:35]4[CH2:40][CH2:39][N:38](C(OC(C)(C)C)=O)[CH2:37][C@@H:36]4C)=[CH:31][CH:30]=3)[N:23]=2)[CH:6]=[CH:7][C:8]=1[O:9][C@H:10]1[CH2:15][CH2:14][N:13]([C:16](=[O:20])[C@@H:17]([OH:19])[CH3:18])[CH2:12][C@H:11]1[F:21])#[N:2].FC(F)(F)C(O)=O.C(=O)(O)[O-].[Na+]. The catalyst is C(Cl)Cl. The product is [F:21][C@H:11]1[C@@H:10]([O:9][C:8]2[CH:7]=[CH:6][C:5]([C:22]3[N:23]=[C:24]([NH:28][C:29]4[CH:30]=[CH:31][C:32]([N:35]5[CH2:36][CH2:37][NH:38][CH2:39][CH2:40]5)=[CH:33][CH:34]=4)[N:25]=[CH:26][N:27]=3)=[CH:4][C:3]=2[C:1]#[N:2])[CH2:15][CH2:14][N:13]([C:16](=[O:20])[C@@H:17]([OH:19])[CH3:18])[CH2:12]1. The yield is 0.240. (2) The reactants are [NH2:1][C:2]1[N:7]=[C:6]([CH2:8][OH:9])[C:5]([C:10]2[CH:15]=[CH:14][C:13]([NH2:16])=[CH:12][CH:11]=2)=[C:4]([NH2:17])[N:3]=1.[Cl:18][C:19]1[CH:26]=[CH:25][C:22]([CH:23]=O)=[CH:21][CH:20]=1.[BH3-]C#N.[Na+]. The catalyst is CO.CC(O)=O.CC([O-])=O.[Na+]. The product is [NH2:1][C:2]1[N:7]=[C:6]([CH2:8][OH:9])[C:5]([C:10]2[CH:11]=[CH:12][C:13]([NH:16][CH2:23][C:22]3[CH:25]=[CH:26][C:19]([Cl:18])=[CH:20][CH:21]=3)=[CH:14][CH:15]=2)=[C:4]([NH2:17])[N:3]=1. The yield is 0.710. (3) The catalyst is C([O-])(=O)C.[Pd+2].C([O-])(=O)C.CN(C)C=O. The product is [C:7]([N:5]1[CH:6]=[C:2](/[CH:12]=[CH:11]/[C:10]([O:14][CH3:15])=[O:13])[CH:3]=[N:4]1)(=[O:9])[CH3:8]. The yield is 0.840. The reactants are I[C:2]1[CH:3]=[N:4][N:5]([C:7](=[O:9])[CH3:8])[CH:6]=1.[C:10]([O:14][CH3:15])(=[O:13])[CH:11]=[CH2:12].C(N(CC)CC)C.P(OC)(OC)OC. (4) The reactants are [Cl:1][C:2]1[CH:19]=[CH:18][C:17]([Cl:20])=[CH:16][C:3]=1[CH2:4][N:5]1[CH2:10][CH2:9][NH:8][C:7]2[N:11]=[CH:12][C:13](I)=[CH:14][C:6]1=2.[CH3:21][N:22]1[CH2:27][CH2:26][N:25]([C:28]2[CH:33]=[CH:32][C:31](B3OC(C)(C)C(C)(C)O3)=[CH:30][N:29]=2)[CH2:24][CH2:23]1. No catalyst specified. The product is [Cl:1][C:2]1[CH:19]=[CH:18][C:17]([Cl:20])=[CH:16][C:3]=1[CH2:4][N:5]1[CH2:10][CH2:9][NH:8][C:7]2[N:11]=[CH:12][C:13]([C:31]3[CH:30]=[N:29][C:28]([N:25]4[CH2:24][CH2:23][N:22]([CH3:21])[CH2:27][CH2:26]4)=[CH:33][CH:32]=3)=[CH:14][C:6]1=2. The yield is 0.500. (5) The reactants are [CH3:1][C:2]([CH3:8])([C:6]#[CH:7])[C:3]([OH:5])=[O:4].[CH2:9](O)[C:10]1[CH:15]=[CH:14][CH:13]=[CH:12][CH:11]=1.C1CCC(N=C=NC2CCCCC2)CC1. The catalyst is ClCCl. The product is [CH3:1][C:2]([CH3:8])([C:6]#[CH:7])[C:3]([O:5][CH2:9][C:10]1[CH:15]=[CH:14][CH:13]=[CH:12][CH:11]=1)=[O:4]. The yield is 0.590.